Dataset: Reaction yield outcomes from USPTO patents with 853,638 reactions. Task: Predict the reaction yield, written as a fraction of the theoretical maximum amount of product (1.0 means a 100% yield; for example, 0.34 means a 34% yield). (1) The reactants are [Br:1][C:2]1[C:3]([F:13])=[CH:4][C:5]([F:12])=[C:6]([S:8](Cl)(=[O:10])=[O:9])[CH:7]=1.[CH3:14][N:15]([CH3:19])[CH2:16][CH2:17][NH2:18]. No catalyst specified. The product is [Br:1][C:2]1[C:3]([F:13])=[CH:4][C:5]([F:12])=[C:6]([S:8]([NH:18][CH2:17][CH2:16][N:15]([CH3:19])[CH3:14])(=[O:10])=[O:9])[CH:7]=1. The yield is 1.00. (2) The reactants are Br[CH2:2][CH:3]1[CH2:15][N:13]2[C:14]3[C:9]([C:10](=[O:17])[NH:11][C:12]2=[O:16])=[CH:8][CH:7]=[CH:6][C:5]=3[CH2:4]1.[N-:18]=[N+:19]=[N-:20].[Na+].CN(C)C=O. The catalyst is O. The product is [N:18]([CH2:2][CH:3]1[CH2:15][N:13]2[C:14]3[C:9]([C:10](=[O:17])[NH:11][C:12]2=[O:16])=[CH:8][CH:7]=[CH:6][C:5]=3[CH2:4]1)=[N+:19]=[N-:20]. The yield is 0.900. (3) The reactants are [N+:1]([C:4]1[CH:17]=[CH:16][C:15]2[C:14]3[C:9](=[CH:10][CH:11]=[CH:12][CH:13]=3)[CH:8]=[CH:7][C:6]=2[CH:5]=1)([O-])=O.C(O)C.O.NN. The catalyst is [C].[Pd].O. The product is [NH2:1][C:4]1[CH:17]=[CH:16][C:15]2[C:14]3[C:9](=[CH:10][CH:11]=[CH:12][CH:13]=3)[CH:8]=[CH:7][C:6]=2[CH:5]=1. The yield is 0.860. (4) The reactants are [N+:1]([C:4]1[CH:9]=[CH:8][C:7]([C:10]2[CH:15]=[CH:14][C:13]([C:16]([NH:18][C@H:19]([C:23]([O:25][CH3:26])=[O:24])[CH:20]([CH3:22])[CH3:21])=[O:17])=[CH:12][CH:11]=2)=[CH:6][CH:5]=1)([O-])=O.Cl. The catalyst is C(O)C.[Fe]. The yield is 0.900. The product is [NH2:1][C:4]1[CH:5]=[CH:6][C:7]([C:10]2[CH:15]=[CH:14][C:13]([C:16]([NH:18][C@H:19]([C:23]([O:25][CH3:26])=[O:24])[CH:20]([CH3:22])[CH3:21])=[O:17])=[CH:12][CH:11]=2)=[CH:8][CH:9]=1. (5) The reactants are [Cl:1][C:2]1[N:3]=[C:4]([C:9]([NH:11][C:12]2[CH:17]=[CH:16][C:15]([C:18]3[O:19][C:20]([CH2:28][CH3:29])=[C:21]([C:23]([O:25]CC)=[O:24])[N:22]=3)=[CH:14][CH:13]=2)=[O:10])[NH:5][C:6]=1[CH2:7][CH3:8].[OH-].[Li+].CO. The catalyst is O1CCCC1. The product is [Cl:1][C:2]1[N:3]=[C:4]([C:9]([NH:11][C:12]2[CH:17]=[CH:16][C:15]([C:18]3[O:19][C:20]([CH2:28][CH3:29])=[C:21]([C:23]([OH:25])=[O:24])[N:22]=3)=[CH:14][CH:13]=2)=[O:10])[NH:5][C:6]=1[CH2:7][CH3:8]. The yield is 0.870. (6) The reactants are [F:1][C:2]1[CH:7]=[CH:6][CH:5]=[C:4]([CH3:8])[C:3]=1[N+:9]([O-:11])=[O:10].C1C(=O)N([Br:19])C(=O)C1. The catalyst is C(O)(C(F)(F)F)=O.OS(O)(=O)=O. The product is [Br:19][C:5]1[CH:6]=[CH:7][C:2]([F:1])=[C:3]([N+:9]([O-:11])=[O:10])[C:4]=1[CH3:8]. The yield is 0.670. (7) The reactants are [S:1]1[CH:5]=[CH:4][CH:3]=[C:2]1[C:6](Cl)=[O:7].[F:9][C:10]1[CH:11]=[C:12]2[C:17](=[CH:18][CH:19]=1)[N:16]([CH3:20])[C:15](=[O:21])[C:14]([C:22]#[N:23])=[C:13]2[N:24]1[CH2:29][CH2:28][NH:27][CH2:26][CH2:25]1. The catalyst is N1C=CC=CC=1. The product is [F:9][C:10]1[CH:11]=[C:12]2[C:17](=[CH:18][CH:19]=1)[N:16]([CH3:20])[C:15](=[O:21])[C:14]([C:22]#[N:23])=[C:13]2[N:24]1[CH2:25][CH2:26][N:27]([C:6]([C:2]2[S:1][CH:5]=[CH:4][CH:3]=2)=[O:7])[CH2:28][CH2:29]1. The yield is 0.980. (8) The reactants are [CH2:1]1[C@@H:5]2[CH:6]3[C:11](=[O:12])[O:10][C:8](=[O:9])[CH:7]3[C@H:2]1[CH:3]=[CH:4]2.C1(C)C=CC=CC=1.COC1C=CC2N=CC=C([C@@H](O)[C@H]3N4C[C@H](C=C)[C@@H](CC4)C3)C=2C=1.[CH3:44][OH:45]. The catalyst is C(Cl)(Cl)(Cl)Cl. The product is [CH3:44][O:45][C:11]([C@@H:6]1[C@H:5]2[CH2:1][C@H:2]([CH:3]=[CH:4]2)[C@@H:7]1[C:8]([OH:10])=[O:9])=[O:12]. The yield is 0.980. (9) The reactants are C([O:7][C:8]1[CH:13]=[C:12]([CH2:14][CH2:15]OS(C)(=O)=O)[O:11][C:10](=[O:21])[C:9]=1[C:22]1[C:27]([CH3:28])=[CH:26][C:25]([CH3:29])=[CH:24][C:23]=1[CH3:30])(=O)C(C)(C)C.[I:31][C:32]1[CH:37]=[CH:36][C:35]([SH:38])=[CH:34][CH:33]=1.C([O-])([O-])=O.[K+].[K+].Cl. The catalyst is O1CCCC1. The product is [OH:7][C:8]1[CH:13]=[C:12]([CH2:14][CH2:15][S:38][C:35]2[CH:36]=[CH:37][C:32]([I:31])=[CH:33][CH:34]=2)[O:11][C:10](=[O:21])[C:9]=1[C:22]1[C:23]([CH3:30])=[CH:24][C:25]([CH3:29])=[CH:26][C:27]=1[CH3:28]. The yield is 0.180. (10) The reactants are C([N:5]1[C:9]([CH3:11])([CH3:10])[C:8](=[O:12])[N:7]([C:13]2[CH:18]=[CH:17][C:16]([N+:19]([O-:21])=[O:20])=[C:15]([C:22]([F:24])([F:25])[F:23])[CH:14]=2)[C:6]1=[O:26])CCC[N:5]1[C:9]([CH3:11])([CH3:10])[C:8](=[O:12])[N:7]([C:13]2[CH:18]=[CH:17][C:16]([N+:19]([O-:21])=[O:20])=[C:15]([C:22]([F:25])([F:24])[F:23])[CH:14]=2)[C:6]1=[O:26].I[CH2:50][CH2:51][CH2:52]I. No catalyst specified. The product is [CH2:50]([N:5]1[C:9]([CH3:10])([CH3:11])[C:8](=[O:12])[N:7]([C:13]2[CH:18]=[CH:17][C:16]([N+:19]([O-:21])=[O:20])=[C:15]([C:22]([F:25])([F:23])[F:24])[CH:14]=2)[C:6]1=[O:26])[CH2:51][CH2:52][N:5]1[C:9]([CH3:11])([CH3:10])[C:8](=[O:12])[N:7]([C:13]2[CH:18]=[CH:17][C:16]([N+:19]([O-:21])=[O:20])=[C:15]([C:22]([F:24])([F:25])[F:23])[CH:14]=2)[C:6]1=[O:26]. The yield is 0.150.